Dataset: TCR-epitope binding with 47,182 pairs between 192 epitopes and 23,139 TCRs. Task: Binary Classification. Given a T-cell receptor sequence (or CDR3 region) and an epitope sequence, predict whether binding occurs between them. The epitope is SSNVANYQK. The TCR CDR3 sequence is CASSQWDTGNEQFF. Result: 0 (the TCR does not bind to the epitope).